Predict the product of the given reaction. From a dataset of Forward reaction prediction with 1.9M reactions from USPTO patents (1976-2016). (1) Given the reactants [OH:1][NH:2][C:3](=[NH:14])[C:4]1[CH:9]=[CH:8][CH:7]=[C:6]([S:10](=[O:13])(=[O:12])[NH2:11])[CH:5]=1.[Cl:15][C:16]1[CH:17]=[C:18]([C:23]2[CH:28]=[C:27]([C:29]([F:32])([F:31])[F:30])[N:26]=[C:25]([C:33](O)=O)[N:24]=2)[CH:19]=[CH:20][C:21]=1[Cl:22], predict the reaction product. The product is: [Cl:15][C:16]1[CH:17]=[C:18]([C:23]2[CH:28]=[C:27]([C:29]([F:32])([F:30])[F:31])[N:26]=[C:25]([C:33]3[O:1][N:2]=[C:3]([C:4]4[CH:5]=[C:6]([S:10]([NH2:11])(=[O:12])=[O:13])[CH:7]=[CH:8][CH:9]=4)[N:14]=3)[N:24]=2)[CH:19]=[CH:20][C:21]=1[Cl:22]. (2) Given the reactants [N:1]12[CH2:8][CH2:7][CH:4]([CH2:5][CH2:6]1)[C@@H:3]([NH:9][C:10]([C:12]1[O:13][C:14]3[C:20]([C:21]4[CH:26]=[CH:25][CH:24]=[CH:23][C:22]=4[O:27][CH3:28])=[CH:19][CH:18]=[CH:17][C:15]=3[CH:16]=1)=[O:11])[CH2:2]2.[C:29]1([CH3:39])[CH:34]=[CH:33][C:32]([S:35]([OH:38])(=[O:37])=[O:36])=[CH:31][CH:30]=1, predict the reaction product. The product is: [S:35]([C:32]1[CH:33]=[CH:34][C:29]([CH3:39])=[CH:30][CH:31]=1)([OH:38])(=[O:37])=[O:36].[N:1]12[CH2:6][CH2:5][CH:4]([CH2:7][CH2:8]1)[C@@H:3]([NH:9][C:10]([C:12]1[O:13][C:14]3[C:20]([C:21]4[CH:26]=[CH:25][CH:24]=[CH:23][C:22]=4[O:27][CH3:28])=[CH:19][CH:18]=[CH:17][C:15]=3[CH:16]=1)=[O:11])[CH2:2]2. (3) Given the reactants [CH2:1]([O:8][C:9]([NH:11][C@H:12]1[CH2:16][CH2:15][N:14]([C@@H:17]([CH3:25])[C:18]([O:20]C(C)(C)C)=[O:19])[C:13]1=[O:26])=[O:10])[C:2]1[CH:7]=[CH:6][CH:5]=[CH:4][CH:3]=1.C(O)(C(F)(F)F)=O, predict the reaction product. The product is: [CH2:1]([O:8][C:9]([NH:11][C@H:12]1[CH2:16][CH2:15][N:14]([C@@H:17]([CH3:25])[C:18]([OH:20])=[O:19])[C:13]1=[O:26])=[O:10])[C:2]1[CH:7]=[CH:6][CH:5]=[CH:4][CH:3]=1. (4) Given the reactants [N+:1]([CH2:3][C:4]([O:6][CH2:7][CH3:8])=[O:5])#[C-:2].C1CCN2C(=NCCC2)CC1.[F:20][C:21]1[CH:26]=[CH:25][C:24](/[CH:27]=[C:28](/[N+]([O-])=O)\[CH3:29])=[CH:23][CH:22]=1, predict the reaction product. The product is: [F:20][C:21]1[CH:26]=[CH:25][C:24]([C:27]2[C:28]([CH3:29])=[CH:2][NH:1][C:3]=2[C:4]([O:6][CH2:7][CH3:8])=[O:5])=[CH:23][CH:22]=1. (5) Given the reactants [C:1]([C:9]1[CH:10]=[C:11]([CH:13]=[CH:14][CH:15]=1)[NH2:12])#[C:2][CH2:3][CH2:4][CH2:5][CH2:6][CH2:7][CH3:8].[CH3:16][O-].[Na+].C=O.[BH4-].[Na+], predict the reaction product. The product is: [CH3:16][NH:12][C:11]1[CH:13]=[CH:14][CH:15]=[C:9]([C:1]#[C:2][CH2:3][CH2:4][CH2:5][CH2:6][CH2:7][CH3:8])[CH:10]=1. (6) The product is: [OH:17][C:14]1[CH:13]=[CH:12][C:11]([C:9]([C:6]2[CH:7]=[CH:8][C:3]([O:2][CH3:1])=[CH:4][C:5]=2[O:28][CH2:29][O:30][CH3:31])=[O:10])=[CH:16][CH:15]=1. Given the reactants [CH3:1][O:2][C:3]1[CH:8]=[CH:7][C:6]([C:9]([C:11]2[CH:16]=[CH:15][C:14]([O:17][Si](C(C)C)(C(C)C)C(C)C)=[CH:13][CH:12]=2)=[O:10])=[C:5]([O:28][CH2:29][O:30][CH3:31])[CH:4]=1.O.O.O.[F-].C([N+](CCCC)(CCCC)CCCC)CCC, predict the reaction product. (7) Given the reactants [NH2:1][C:2]1[S:3][C:4]([C:10]2[C:15]([F:16])=[CH:14][C:13]([C:17]([OH:20])([CH3:19])[CH3:18])=[CH:12][C:11]=2[F:21])=[CH:5][C:6]=1[C:7]([NH2:9])=[O:8].Cl[C:23]1[N:28]=[C:27]([CH3:29])[C:26]([C:30]([OH:33])([CH3:32])[CH3:31])=[CH:25][CH:24]=1, predict the reaction product. The product is: [F:16][C:15]1[CH:14]=[C:13]([C:17]([OH:20])([CH3:18])[CH3:19])[CH:12]=[C:11]([F:21])[C:10]=1[C:4]1[S:3][C:2]([NH:1][C:23]2[CH:24]=[CH:25][C:26]([C:30]([OH:33])([CH3:31])[CH3:32])=[C:27]([CH3:29])[N:28]=2)=[C:6]([C:7]([NH2:9])=[O:8])[CH:5]=1. (8) Given the reactants Cl.[NH:2]1[C:6]2[CH:7]=[CH:8][CH:9]=[C:10]([C:11]([OH:13])=O)[C:5]=2[N:4]=[CH:3]1.[CH3:14][NH:15][CH3:16].C(N(C(C)C)C(C)C)C, predict the reaction product. The product is: [CH3:14][N:15]([CH3:16])[C:11]([C:10]1[C:5]2[N:4]=[CH:3][NH:2][C:6]=2[CH:7]=[CH:8][CH:9]=1)=[O:13].